The task is: Regression. Given two drug SMILES strings and cell line genomic features, predict the synergy score measuring deviation from expected non-interaction effect.. This data is from NCI-60 drug combinations with 297,098 pairs across 59 cell lines. (1) Drug 1: CC1=C(C(=CC=C1)Cl)NC(=O)C2=CN=C(S2)NC3=CC(=NC(=N3)C)N4CCN(CC4)CCO. Drug 2: C#CCC(CC1=CN=C2C(=N1)C(=NC(=N2)N)N)C3=CC=C(C=C3)C(=O)NC(CCC(=O)O)C(=O)O. Cell line: SF-295. Synergy scores: CSS=36.3, Synergy_ZIP=0.383, Synergy_Bliss=-0.857, Synergy_Loewe=0.478, Synergy_HSA=1.26. (2) Drug 1: CN1C(=O)N2C=NC(=C2N=N1)C(=O)N. Drug 2: C1CN(P(=O)(OC1)NCCCl)CCCl. Cell line: NCI-H460. Synergy scores: CSS=-2.00, Synergy_ZIP=1.63, Synergy_Bliss=-1.01, Synergy_Loewe=-1.55, Synergy_HSA=-4.00. (3) Drug 1: COC1=CC(=CC(=C1O)OC)C2C3C(COC3=O)C(C4=CC5=C(C=C24)OCO5)OC6C(C(C7C(O6)COC(O7)C8=CC=CS8)O)O. Drug 2: N.N.Cl[Pt+2]Cl. Cell line: MDA-MB-231. Synergy scores: CSS=32.3, Synergy_ZIP=-7.34, Synergy_Bliss=1.05, Synergy_Loewe=-21.5, Synergy_HSA=1.50. (4) Drug 1: COC1=C(C=C2C(=C1)N=CN=C2NC3=CC(=C(C=C3)F)Cl)OCCCN4CCOCC4. Drug 2: CCC1(C2=C(COC1=O)C(=O)N3CC4=CC5=C(C=CC(=C5CN(C)C)O)N=C4C3=C2)O.Cl. Cell line: SF-539. Synergy scores: CSS=43.0, Synergy_ZIP=-0.779, Synergy_Bliss=0.886, Synergy_Loewe=1.56, Synergy_HSA=1.58.